This data is from Catalyst prediction with 721,799 reactions and 888 catalyst types from USPTO. The task is: Predict which catalyst facilitates the given reaction. The catalyst class is: 12. Product: [CH3:1][C:2]1([CH3:41])[CH2:7][CH2:6][CH:5]([C:8]2[C:12]([CH2:13][N:14]([CH3:26])[CH2:15][CH2:16][NH:17][CH3:18])=[CH:11][NH:10][N:9]=2)[CH2:4][C@H:3]1[O:33][CH2:34][CH:35]1[CH2:36][CH2:37][O:38][CH2:39][CH2:40]1. Reactant: [CH3:1][C:2]1([CH3:41])[CH2:7][CH2:6][CH:5]([C:8]2[C:12]([CH2:13][N:14]([CH3:26])[CH2:15][CH2:16][N:17](C)[C:18](=O)OC(C)(C)C)=[CH:11][N:10](C3CCCCO3)[N:9]=2)[CH2:4][C@H:3]1[O:33][CH2:34][CH:35]1[CH2:40][CH2:39][O:38][CH2:37][CH2:36]1.Cl.